Dataset: Full USPTO retrosynthesis dataset with 1.9M reactions from patents (1976-2016). Task: Predict the reactants needed to synthesize the given product. Given the product [C:1]([C:5]1[N:9]([CH3:27])[CH:8]=[C:7]([C:10]2[CH:15]=[CH:14][N:13]=[C:12]3[N:16]([CH2:19][O:20][CH2:21][CH2:22][Si:23]([CH3:26])([CH3:25])[CH3:24])[CH:17]=[CH:18][C:11]=23)[N:6]=1)([CH3:4])([CH3:2])[CH3:3], predict the reactants needed to synthesize it. The reactants are: [C:1]([C:5]1[NH:6][C:7]([C:10]2[CH:15]=[CH:14][N:13]=[C:12]3[N:16]([CH2:19][O:20][CH2:21][CH2:22][Si:23]([CH3:26])([CH3:25])[CH3:24])[CH:17]=[CH:18][C:11]=23)=[CH:8][N:9]=1)([CH3:4])([CH3:3])[CH3:2].[C:27](=O)([O-])[O-].[K+].[K+].CN(C=O)C.CI.